Task: Predict the reactants needed to synthesize the given product.. Dataset: Full USPTO retrosynthesis dataset with 1.9M reactions from patents (1976-2016) (1) Given the product [Br:1][C:2]1[CH:12]=[CH:11][C:5]2[O:6][C:7]3[C:8](=[O:9])[NH:10][C:16]([CH2:17][NH:21][CH2:22][CH2:23][C:24]4[N:28]=[CH:27][NH:26][CH:25]=4)=[N:14][C:13]=3[C:4]=2[CH:3]=1, predict the reactants needed to synthesize it. The reactants are: [Br:1][C:2]1[CH:12]=[CH:11][C:5]([O:6][CH2:7][C:8]([NH2:10])=[O:9])=[C:4]([C:13]#[N:14])[CH:3]=1.N1CCC[CH2:17][CH2:16]1.[NH2:21][CH2:22][CH2:23][C:24]1[N:28]=[CH:27][NH:26][CH:25]=1. (2) Given the product [C:22]([N:12]([C:5]1[C:6]2[C:11](=[CH:10][CH:9]=[CH:8][CH:7]=2)[C:2]([Br:1])=[CH:3][N:4]=1)[C:20](=[O:26])[CH3:21])(=[O:24])[CH3:23], predict the reactants needed to synthesize it. The reactants are: [Br:1][C:2]1[C:11]2[C:6](=[CH:7][CH:8]=[CH:9][CH:10]=2)[C:5]([NH2:12])=[N:4][CH:3]=1.C(N([CH2:20][CH3:21])C(C)C)(C)C.[C:22](Cl)(=[O:24])[CH3:23].[OH2:26].